Predict the reaction yield, written as a fraction of the theoretical maximum amount of product (1.0 means a 100% yield; for example, 0.34 means a 34% yield). From a dataset of Reaction yield outcomes from USPTO patents with 853,638 reactions. (1) The product is [Cl:18][C:13]1[CH:14]=[CH:15][CH:16]=[CH:17][C:12]=1[C:9]1[C:10]([I:11])=[C:6]2[N:5]=[CH:4][CH:3]=[C:2]([N:32]3[CH2:31][CH2:30][C:29]([NH:28][CH2:26][CH3:27])([C:35]([NH2:37])=[O:36])[CH2:34][CH2:33]3)[N:7]2[N:8]=1. The reactants are Cl[C:2]1[N:7]2[N:8]=[C:9]([C:12]3[CH:17]=[CH:16][CH:15]=[CH:14][C:13]=3[Cl:18])[C:10]([I:11])=[C:6]2[N:5]=[CH:4][CH:3]=1.C(N(CC)CC)C.[CH2:26]([NH:28][C:29]1([C:35]([NH2:37])=[O:36])[CH2:34][CH2:33][NH:32][CH2:31][CH2:30]1)[CH3:27]. The yield is 0.860. The catalyst is C(O)C.C(Cl)Cl. (2) The reactants are [C:1]1([Mg]Cl)[CH:6]=[CH:5][CH:4]=[CH:3][CH:2]=1.[Cl-].C1([Zn+])C=CC=CC=1.[CH3:17][O:18][C:19]1[CH:26]=[CH:25][C:22](C#N)=[CH:21][CH:20]=1.CCCCCCCCCCCCC. The catalyst is C1COCC1.[Cl-].[Zn+2].[Cl-]. The product is [C:1]1([C:22]2[CH:25]=[CH:26][C:19]([O:18][CH3:17])=[CH:20][CH:21]=2)[CH:6]=[CH:5][CH:4]=[CH:3][CH:2]=1. The yield is 0.450. (3) The reactants are [O-:1][C:2]#[N:3].[K+].[NH2:5][C:6]1[CH:11]=[C:10]([Cl:12])[CH:9]=[CH:8][C:7]=1[OH:13]. The catalyst is O.C(O)(=O)C. The product is [Cl:12][C:10]1[CH:9]=[CH:8][C:7]([OH:13])=[C:6]([NH:5][C:2]([NH2:3])=[O:1])[CH:11]=1. The yield is 0.504. (4) The reactants are C1(P(C2C=CC=CC=2)C2C=CC=CC=2)C=CC=CC=1.N1C=CN=C1.[I:25]I.O[CH2:28][C:29]1[CH:30]=[C:31]([CH:41]=[CH:42][CH:43]=1)[O:32][C:33]1[CH:34]=[C:35]([CH:38]=[CH:39][N:40]=1)[C:36]#[N:37]. The catalyst is ClCCl.C(OCC)(=O)C. The product is [I:25][CH2:28][C:29]1[CH:30]=[C:31]([CH:41]=[CH:42][CH:43]=1)[O:32][C:33]1[CH:34]=[C:35]([CH:38]=[CH:39][N:40]=1)[C:36]#[N:37]. The yield is 0.530. (5) No catalyst specified. The product is [ClH:47].[ClH:47].[CH3:1][C:2]1[C:3]([CH2:13][CH2:14][N:30]2[CH2:31][CH2:32][N:27]([C:23]3[CH:22]=[CH:21][CH:20]=[C:19]4[C:24]=3[CH:25]=[CH:26][C:17]([CH3:16])=[N:18]4)[CH2:28][CH2:29]2)=[C:4]2[C:9](=[CH:10][CH:11]=1)[NH:8][C:7](=[O:12])[CH2:6][CH2:5]2. The yield is 0.550. The reactants are [CH3:1][C:2]1[C:3]([CH2:13][CH:14]=O)=[C:4]2[C:9](=[CH:10][CH:11]=1)[NH:8][C:7](=[O:12])[CH2:6][CH2:5]2.[CH3:16][C:17]1[CH:26]=[CH:25][C:24]2[C:19](=[CH:20][CH:21]=[CH:22][C:23]=2[N:27]2[CH2:32][CH2:31][NH:30][CH2:29][CH2:28]2)[N:18]=1.C(O[BH-](OC(=O)C)OC(=O)C)(=O)C.[Na+].[Cl:47]CCCl. (6) The reactants are [C:1]([O:5][C:6]([N:8]([CH2:16][C:17]1[CH:18]=[C:19]([O:24][CH3:25])[CH:20]=[CH:21][C:22]=1Br)[C:9]([O:11][C:12]([CH3:15])([CH3:14])[CH3:13])=[O:10])=[O:7])([CH3:4])([CH3:3])[CH3:2].[C:26]([O:35][CH3:36])(=[O:34])[C:27]([CH2:29][C:30]([O:32][CH3:33])=[O:31])=[CH2:28].C1(C)C=CC=CC=1P(C1C=CC=CC=1C)C1C=CC=CC=1C.C(N(C(C)C)CC)(C)C. The catalyst is C([O-])(=O)C.[Pd+2].C([O-])(=O)C.C(#N)CC. The product is [C:26]([C:27](=[CH:28][C:22]1[CH:21]=[CH:20][C:19]([O:24][CH3:25])=[CH:18][C:17]=1[CH2:16][N:8]([C:9]([O:11][C:12]([CH3:15])([CH3:14])[CH3:13])=[O:10])[C:6]([O:5][C:1]([CH3:4])([CH3:3])[CH3:2])=[O:7])[CH2:29][C:30]([O:32][CH3:33])=[O:31])([O:35][CH3:36])=[O:34]. The yield is 0.660. (7) The reactants are [C:1]([NH2:5])([CH3:4])([CH3:3])[CH3:2].[Br:6][C:7]1[CH:8]=[C:9]([S:13](Cl)(=[O:15])=[O:14])[CH:10]=[CH:11][CH:12]=1. No catalyst specified. The product is [Br:6][C:7]1[CH:8]=[C:9]([S:13]([NH:5][C:1]([CH3:4])([CH3:3])[CH3:2])(=[O:15])=[O:14])[CH:10]=[CH:11][CH:12]=1. The yield is 1.06. (8) The reactants are Cl[C:2]1[C:10]2[C:6](=[N:7][O:8][N:9]=2)[C:5]([N+:11]([O-:13])=[O:12])=[CH:4][CH:3]=1.[CH2:14]([C:26]1[CH:31]=[CH:30][C:29]([S:32]([NH:35][C:36]2[S:37][C:38]([CH2:41][CH2:42][CH2:43][CH2:44][CH2:45][NH:46][CH3:47])=[N:39][N:40]=2)(=[O:34])=[O:33])=[CH:28][CH:27]=1)[CH2:15][CH2:16][CH2:17][CH2:18][CH2:19][CH2:20][CH2:21][CH2:22][CH2:23][CH2:24][CH3:25].C([O-])(O)=O.[Na+]. The catalyst is CO. The product is [CH2:14]([C:26]1[CH:27]=[CH:28][C:29]([S:32]([NH:35][C:36]2[S:37][C:38]([CH2:41][CH2:42][CH2:43][CH2:44][CH2:45][N:46]([CH3:47])[C:2]3[C:10]4[C:6](=[N:7][O:8][N:9]=4)[C:5]([N+:11]([O-:13])=[O:12])=[CH:4][CH:3]=3)=[N:39][N:40]=2)(=[O:33])=[O:34])=[CH:30][CH:31]=1)[CH2:15][CH2:16][CH2:17][CH2:18][CH2:19][CH2:20][CH2:21][CH2:22][CH2:23][CH2:24][CH3:25]. The yield is 0.530. (9) The reactants are [CH2:1]([N:8]1[CH2:15][CH2:14][C:13]2([C:17]3[CH:18]=[C:19](OS(C(F)(F)F)(=O)=O)[CH:20]=[CH:21][CH:22]=3)[CH2:16][CH:9]1[CH2:10][CH2:11][CH2:12]2)[C:2]1[CH:7]=[CH:6][CH:5]=[CH:4][CH:3]=1.[CH3:31][N:32](C=O)C. The catalyst is [C-]#N.[Zn+2].[C-]#N.[Pd].C1(P(C2C=CC=CC=2)C2C=CC=CC=2)C=CC=CC=1.C1(P(C2C=CC=CC=2)C2C=CC=CC=2)C=CC=CC=1.C1(P(C2C=CC=CC=2)C2C=CC=CC=2)C=CC=CC=1.C1(P(C2C=CC=CC=2)C2C=CC=CC=2)C=CC=CC=1. The product is [CH2:1]([N:8]1[CH2:15][CH2:14][C:13]2([C:17]3[CH:18]=[C:19]([CH:20]=[CH:21][CH:22]=3)[C:31]#[N:32])[CH2:16][CH:9]1[CH2:10][CH2:11][CH2:12]2)[C:2]1[CH:7]=[CH:6][CH:5]=[CH:4][CH:3]=1. The yield is 0.540.